This data is from Reaction yield outcomes from USPTO patents with 853,638 reactions. The task is: Predict the reaction yield, written as a fraction of the theoretical maximum amount of product (1.0 means a 100% yield; for example, 0.34 means a 34% yield). (1) The reactants are [NH:1]1[CH2:7][CH2:6][CH2:5][CH2:4][CH2:3][CH2:2]1.Br[CH2:9][CH2:10][CH2:11][CH3:12].C(=O)([O-])[O-].[K+].[K+]. The catalyst is CO. The product is [CH2:9]([N:1]1[CH2:7][CH2:6][CH2:5][CH2:4][CH2:3][CH2:2]1)[CH2:10][CH2:11][CH3:12]. The yield is 0.643. (2) The reactants are [CH2:1]([N:8]([C:15]1[CH:20]=[C:19]([Cl:21])[CH:18]=[C:17]([Cl:22])[CH:16]=1)/[C:9](/SC)=[N:10]/[C:11]#[N:12])[C:2]1[CH:7]=[CH:6][CH:5]=[CH:4][CH:3]=1.[NH2:23][NH2:24]. The catalyst is C(O)C. The product is [CH2:1]([N:8]([C:15]1[CH:16]=[C:17]([Cl:22])[CH:18]=[C:19]([Cl:21])[CH:20]=1)[C:9]1[N:10]=[C:11]([NH2:12])[NH:24][N:23]=1)[C:2]1[CH:7]=[CH:6][CH:5]=[CH:4][CH:3]=1. The yield is 0.720.